Predict the reaction yield, written as a fraction of the theoretical maximum amount of product (1.0 means a 100% yield; for example, 0.34 means a 34% yield). From a dataset of Reaction yield outcomes from USPTO patents with 853,638 reactions. (1) The reactants are Br[C:2]1[CH:3]=[C:4]([CH:21]=[CH:22][C:23]=1[F:24])[CH2:5][CH2:6][C:7]1[NH:8][CH:9]=[C:10]([CH2:14][C:15]2[CH:16]=[N:17][CH:18]=[N:19][CH:20]=2)[C:11](=[O:13])[N:12]=1.[Cu][C:26]#[N:27]. The catalyst is CN1C(=O)CCC1. The product is [F:24][C:23]1[CH:22]=[CH:21][C:4]([CH2:5][CH2:6][C:7]2[NH:8][CH:9]=[C:10]([CH2:14][C:15]3[CH:16]=[N:17][CH:18]=[N:19][CH:20]=3)[C:11](=[O:13])[N:12]=2)=[CH:3][C:2]=1[C:26]#[N:27]. The yield is 0.550. (2) The reactants are Cl.[CH:2]1([NH:7][C:8]([NH2:10])=[NH:9])[CH2:6][CH2:5][CH2:4][CH2:3]1.[O-]CC.[Na+].[F:15][C:16]1[CH:21]=[CH:20][C:19]([C:22]2[C:34]([C:35](=O)[C:36]#[CH:37])=[C:25]3[CH:26]=[CH:27][C:28]([C:30]([F:33])([F:32])[F:31])=[CH:29][N:24]3[N:23]=2)=[CH:18][CH:17]=1. The catalyst is C(O)C.O. The product is [CH:2]1([NH:7][C:8]2[N:10]=[C:35]([C:34]3[C:22]([C:19]4[CH:18]=[CH:17][C:16]([F:15])=[CH:21][CH:20]=4)=[N:23][N:24]4[CH:29]=[C:28]([C:30]([F:32])([F:31])[F:33])[CH:27]=[CH:26][C:25]=34)[CH:36]=[CH:37][N:9]=2)[CH2:6][CH2:5][CH2:4][CH2:3]1. The yield is 0.980. (3) The reactants are [F:1][C:2]([F:13])([F:12])[C:3]1[CH:11]=[CH:10][C:6]([C:7]([OH:9])=O)=[CH:5][CH:4]=1.C(Cl)CCl.ON1C2C=CC=CC=2N=N1.[NH2:28][CH2:29][CH2:30][CH2:31][S:32][C:33]1[C:43]2[CH2:42][CH2:41][N:40](C(OC(C)(C)C)=O)[CH2:39][CH2:38][C:37]=2[CH:36]=[CH:35][C:34]=1[Cl:51].[F:52][C:53]([F:58])([F:57])[C:54]([OH:56])=[O:55]. The catalyst is CN(C=O)C.CN(C)C1C=CN=CC=1.C(Cl)Cl. The product is [F:52][C:53]([F:58])([F:57])[C:54]([OH:56])=[O:55].[Cl:51][C:34]1[CH:35]=[CH:36][C:37]2[CH2:38][CH2:39][NH:40][CH2:41][CH2:42][C:43]=2[C:33]=1[S:32][CH2:31][CH2:30][CH2:29][NH:28][C:7](=[O:9])[C:6]1[CH:5]=[CH:4][C:3]([C:2]([F:1])([F:13])[F:12])=[CH:11][CH:10]=1. The yield is 0.180. (4) The reactants are [CH2:1]([O:3][C:4]1[CH:5]=[C:6]([C:20]2[CH:25]=[CH:24][C:23]([CH2:26][C:27]([OH:29])=[O:28])=[C:22]([F:30])[CH:21]=2)[CH:7]=[N:8][C:9]=1[O:10]CC1C=CC(OC)=CC=1)[CH3:2]. The catalyst is CO.[Pd]. The product is [CH2:1]([O:3][C:4]1[C:9](=[O:10])[NH:8][CH:7]=[C:6]([C:20]2[CH:25]=[CH:24][C:23]([CH2:26][C:27]([OH:29])=[O:28])=[C:22]([F:30])[CH:21]=2)[CH:5]=1)[CH3:2]. The yield is 0.940. (5) The reactants are BrC1C(N2CCN(C(NC3C=CC=CC=3)=O)CC2)=C2N=C(C3C=CC(N(C)C)=CC=3)NC2=NC=1.[Br:35][C:36]1[C:37]([N:46]2[CH2:51][CH2:50][N:49]([CH:52]([C:54]3[CH:59]=[CH:58][N:57]=[CH:56][CH:55]=3)[CH3:53])[CH2:48][CH2:47]2)=[C:38]([N+:43]([O-])=O)[C:39]([NH2:42])=[N:40][CH:41]=1.[O-]S(S([O-])=O)=O.[Na+].[Na+].[CH3:68][N:69]([CH3:81])[CH2:70][CH2:71][O:72][C:73]1[CH:80]=[CH:79][C:76]([CH:77]=O)=[CH:75][CH:74]=1. The catalyst is C(O)C.CN(C=O)C. The product is [Br:35][C:36]1[C:37]([N:46]2[CH2:51][CH2:50][N:49]([CH:52]([C:54]3[CH:59]=[CH:58][N:57]=[CH:56][CH:55]=3)[CH3:53])[CH2:48][CH2:47]2)=[C:38]2[N:43]=[C:77]([C:76]3[CH:79]=[CH:80][C:73]([O:72][CH2:71][CH2:70][N:69]([CH3:68])[CH3:81])=[CH:74][CH:75]=3)[NH:42][C:39]2=[N:40][CH:41]=1. The yield is 0.210. (6) The reactants are Br[C:2]1[CH:3]=[CH:4][C:5]([CH3:14])=[C:6]([C:8]2[CH:9]=[N:10][CH:11]=[CH:12][CH:13]=2)[CH:7]=1.[B:15]1([B:15]2[O:20][CH2:19][C:18]([CH3:22])([CH3:21])[CH2:17][O:16]2)[O:20][CH2:19][C:18]([CH3:22])([CH3:21])[CH2:17][O:16]1.CC([O-])=O.[K+]. The catalyst is O1CCOCC1.C1C=CC(P(C2C=CC=CC=2)[C-]2C=CC=C2)=CC=1.C1C=CC(P(C2C=CC=CC=2)[C-]2C=CC=C2)=CC=1.Cl[Pd]Cl.[Fe+2]. The product is [CH3:21][C:18]1([CH3:22])[CH2:19][O:20][B:15]([C:2]2[CH:3]=[CH:4][C:5]([CH3:14])=[C:6]([C:8]3[CH:9]=[N:10][CH:11]=[CH:12][CH:13]=3)[CH:7]=2)[O:16][CH2:17]1. The yield is 0.480. (7) The reactants are [N+:1]([C:4]1[CH:5]=[C:6]2[C:11](=[O:12])[N:10]([C:13]3[CH:18]=[CH:17][C:16]([C:19]([OH:21])=[O:20])=[CH:15][CH:14]=3)[C:8](=[O:9])[C:7]2=[CH:22][CH:23]=1)([O-])=O.CC(O)=O. The catalyst is O1CCOCC1. The product is [NH2:1][C:4]1[CH:5]=[C:6]2[C:11](=[O:12])[N:10]([C:13]3[CH:14]=[CH:15][C:16]([C:19]([OH:21])=[O:20])=[CH:17][CH:18]=3)[C:8](=[O:9])[C:7]2=[CH:22][CH:23]=1. The yield is 0.390.